From a dataset of Catalyst prediction with 721,799 reactions and 888 catalyst types from USPTO. Predict which catalyst facilitates the given reaction. (1) Reactant: [F:1][C:2]1[CH:3]=[C:4]([CH2:8][N:9]2[CH2:14][CH2:13][CH:12]([C:15]([OH:17])=O)[CH2:11][CH2:10]2)[CH:5]=[CH:6][CH:7]=1.CCN(C(C)C)C(C)C.CN(C(ON1N=NC2C=CC=CC1=2)=[N+](C)C)C.F[P-](F)(F)(F)(F)F.[NH2:51][CH2:52][C:53]1[CH:58]=[CH:57][C:56]([CH2:59][NH:60][C:61](=[O:67])[O:62][C:63]([CH3:66])([CH3:65])[CH3:64])=[CH:55][CH:54]=1. Product: [F:1][C:2]1[CH:3]=[C:4]([CH2:8][N:9]2[CH2:10][CH2:11][CH:12]([C:15]([NH:51][CH2:52][C:53]3[CH:54]=[CH:55][C:56]([CH2:59][NH:60][C:61](=[O:67])[O:62][C:63]([CH3:65])([CH3:64])[CH3:66])=[CH:57][CH:58]=3)=[O:17])[CH2:13][CH2:14]2)[CH:5]=[CH:6][CH:7]=1. The catalyst class is: 1. (2) Reactant: [C:1]([O:5][C:6](=[O:17])[CH2:7][CH2:8][C:9]1([C:14]([OH:16])=O)[CH2:13][CH2:12][CH2:11][CH2:10]1)([CH3:4])([CH3:3])[CH3:2].Cl.Cl.[CH2:20]([C:22]1[S:23][C:24]2[CH:30]=[C:29]([CH2:31][CH2:32][CH2:33][NH2:34])[CH:28]=[CH:27][C:25]=2[N:26]=1)[CH3:21].Cl.CN(C)CCCN=C=NCC.ON1C2C=CC=CC=2N=N1.C(N(CC)CC)C. Product: [CH2:20]([C:22]1[S:23][C:24]2[CH:30]=[C:29]([CH2:31][CH2:32][CH2:33][NH:34][C:14]([C:9]3([CH2:8][CH2:7][C:6]([O:5][C:1]([CH3:2])([CH3:3])[CH3:4])=[O:17])[CH2:10][CH2:11][CH2:12][CH2:13]3)=[O:16])[CH:28]=[CH:27][C:25]=2[N:26]=1)[CH3:21]. The catalyst class is: 9. (3) Reactant: [Br:1][C:2]1[CH:10]=[C:9]([CH3:11])[C:8]([O:12][CH2:13][CH3:14])=[CH:7][C:3]=1[C:4]([O-])=[O:5].CCOCC.CC(C[AlH]CC(C)C)C.C(OCC)(=O)C. Product: [Br:1][C:2]1[CH:10]=[C:9]([CH3:11])[C:8]([O:12][CH2:13][CH3:14])=[CH:7][C:3]=1[CH2:4][OH:5]. The catalyst class is: 11. (4) Reactant: [CH3:1][O:2][C:3]([C:5]1[S:9][C:8]([N:10]2[CH2:15][CH2:14][NH:13][CH2:12][CH2:11]2)=[N:7][CH:6]=1)=[O:4].[CH3:16][N:17]([CH3:32])[C:18]1[CH:27]=[CH:26][CH:25]=[C:24]2[C:19]=1[CH:20]=[CH:21][CH:22]=[C:23]2[S:28](Cl)(=[O:30])=[O:29].C(N(CC)CC)C.O. Product: [CH3:1][O:2][C:3]([C:5]1[S:9][C:8]([N:10]2[CH2:11][CH2:12][N:13]([S:28]([C:23]3[C:24]4[C:19](=[C:18]([N:17]([CH3:32])[CH3:16])[CH:27]=[CH:26][CH:25]=4)[CH:20]=[CH:21][CH:22]=3)(=[O:30])=[O:29])[CH2:14][CH2:15]2)=[N:7][CH:6]=1)=[O:4]. The catalyst class is: 4. (5) Reactant: [CH3:1][O:2][C:3]([NH:5][CH2:6][CH2:7][CH2:8][N:9]([C:21]1[CH:26]=[CH:25][CH:24]=[C:23]([Cl:27])[CH:22]=1)[CH2:10][CH2:11][N:12](C)[C:13](=O)OC(C)(C)C)=[O:4].C(=O)(O)[O-].[Na+]. Product: [Cl:27][C:23]1[CH:22]=[C:21]([N:9]([CH2:10][CH2:11][NH:12][CH3:13])[CH2:8][CH2:7][CH2:6][NH:5][C:3](=[O:4])[O:2][CH3:1])[CH:26]=[CH:25][CH:24]=1. The catalyst class is: 137. (6) Reactant: [CH:1]1([N:5]2[CH2:11][CH2:10][CH2:9][N:8]([C:12]([N:14]3[CH2:17][CH:16]([OH:18])[CH2:15]3)=[O:13])[CH2:7][CH2:6]2)[CH2:4][CH2:3][CH2:2]1.[CH3:19][S:20](Cl)(=[O:22])=[O:21]. Product: [CH3:19][S:20]([O:18][CH:16]1[CH2:15][N:14]([C:12]([N:8]2[CH2:9][CH2:10][CH2:11][N:5]([CH:1]3[CH2:4][CH2:3][CH2:2]3)[CH2:6][CH2:7]2)=[O:13])[CH2:17]1)(=[O:22])=[O:21]. The catalyst class is: 2. (7) Reactant: C[O:2][C:3]([C:5]1[C:14]([NH:15][C:16]2[CH:21]=[CH:20][CH:19]=[CH:18][C:17]=2[Cl:22])=[C:13]([F:23])[C:8]2=[N:9][O:10][C:11]([CH3:12])=[C:7]2[CH:6]=1)=[O:4].C1COCC1.[Li+].[OH-].Cl. Product: [Cl:22][C:17]1[CH:18]=[CH:19][CH:20]=[CH:21][C:16]=1[NH:15][C:14]1[C:5]([C:3]([OH:4])=[O:2])=[CH:6][C:7]2[C:8]([C:13]=1[F:23])=[N:9][O:10][C:11]=2[CH3:12]. The catalyst class is: 6. (8) Reactant: [O:1]1[CH2:5][CH2:4][C@H:3]([O:6][CH2:7][C:8]2[CH:13]=[CH:12][CH:11]=[CH:10][N:9]=2)[CH2:2]1.ClC1C=C(C=CC=1)C(OO)=[O:19].C([O-])([O-])=O.[K+].[K+]. Product: [O:1]1[CH2:5][CH2:4][C@H:3]([O:6][CH2:7][C:8]2[CH:13]=[CH:12][CH:11]=[CH:10][N+:9]=2[O-:19])[CH2:2]1. The catalyst class is: 2. (9) Reactant: [CH2:1]([O:3][C:4]([N:6]1[C:14]2[C:9](=[CH:10][CH:11]=[C:12]([Cl:15])[CH:13]=2)/[C:8](=[CH:16]/[C:17]2[CH:22]=[CH:21][CH:20]=[C:19]([Cl:23])[CH:18]=2)/[C:7]1=[O:24])=[O:5])[CH3:2].[Cl:25][C:26]1[CH:31]=[CH:30][CH:29]=[CH:28][C:27]=1[CH:32]=[N:33][C:34]([O:36][Si](C)(C)C)=[CH2:35]. Product: [CH2:1]([O:3][C:4]([N:6]1[C:14]2[C:9](=[CH:10][CH:11]=[C:12]([Cl:15])[CH:13]=2)[C:8]2([CH:16]([C:17]3[CH:22]=[CH:21][CH:20]=[C:19]([Cl:23])[CH:18]=3)[CH2:35][C:34](=[O:36])[NH:33][CH:32]2[C:27]2[CH:28]=[CH:29][CH:30]=[CH:31][C:26]=2[Cl:25])[C:7]1=[O:24])=[O:5])[CH3:2]. The catalyst class is: 11. (10) Reactant: [CH:1]1([C:4]([C:6](=[CH:9]OCC)[C:7]#[N:8])=O)[CH2:3][CH2:2]1.O.[NH2:14][NH2:15]. Product: [CH:1]1([C:4]2[C:6]([C:7]#[N:8])=[CH:9][NH:15][N:14]=2)[CH2:2][CH2:3]1. The catalyst class is: 8.